Dataset: NCI-60 drug combinations with 297,098 pairs across 59 cell lines. Task: Regression. Given two drug SMILES strings and cell line genomic features, predict the synergy score measuring deviation from expected non-interaction effect. (1) Drug 1: CC12CCC(CC1=CCC3C2CCC4(C3CC=C4C5=CN=CC=C5)C)O. Drug 2: C(CN)CNCCSP(=O)(O)O. Cell line: RXF 393. Synergy scores: CSS=7.78, Synergy_ZIP=2.80, Synergy_Bliss=-3.56, Synergy_Loewe=-42.4, Synergy_HSA=-3.06. (2) Synergy scores: CSS=55.5, Synergy_ZIP=0.0685, Synergy_Bliss=1.46, Synergy_Loewe=0.192, Synergy_HSA=0.240. Cell line: KM12. Drug 1: CC1=C2C(C(=O)C3(C(CC4C(C3C(C(C2(C)C)(CC1OC(=O)C(C(C5=CC=CC=C5)NC(=O)C6=CC=CC=C6)O)O)OC(=O)C7=CC=CC=C7)(CO4)OC(=O)C)O)C)OC(=O)C. Drug 2: COCCOC1=C(C=C2C(=C1)C(=NC=N2)NC3=CC=CC(=C3)C#C)OCCOC.Cl. (3) Drug 1: CC1C(C(=O)NC(C(=O)N2CCCC2C(=O)N(CC(=O)N(C(C(=O)O1)C(C)C)C)C)C(C)C)NC(=O)C3=C4C(=C(C=C3)C)OC5=C(C(=O)C(=C(C5=N4)C(=O)NC6C(OC(=O)C(N(C(=O)CN(C(=O)C7CCCN7C(=O)C(NC6=O)C(C)C)C)C)C(C)C)C)N)C. Drug 2: COC1=C2C(=CC3=C1OC=C3)C=CC(=O)O2. Cell line: CAKI-1. Synergy scores: CSS=6.48, Synergy_ZIP=-5.52, Synergy_Bliss=-6.59, Synergy_Loewe=-42.2, Synergy_HSA=-6.03. (4) Drug 1: C1=CC(=CC=C1CCCC(=O)O)N(CCCl)CCCl. Drug 2: C1=CN(C=N1)CC(O)(P(=O)(O)O)P(=O)(O)O. Cell line: OVCAR-8. Synergy scores: CSS=1.14, Synergy_ZIP=-9.23, Synergy_Bliss=-16.0, Synergy_Loewe=-18.2, Synergy_HSA=-15.9. (5) Drug 1: C1=CC(=CC=C1CCC2=CNC3=C2C(=O)NC(=N3)N)C(=O)NC(CCC(=O)O)C(=O)O. Drug 2: N.N.Cl[Pt+2]Cl. Cell line: MALME-3M. Synergy scores: CSS=11.5, Synergy_ZIP=3.76, Synergy_Bliss=3.25, Synergy_Loewe=-5.89, Synergy_HSA=0.210. (6) Drug 1: C1CN1C2=NC(=NC(=N2)N3CC3)N4CC4. Drug 2: CN(CC1=CN=C2C(=N1)C(=NC(=N2)N)N)C3=CC=C(C=C3)C(=O)NC(CCC(=O)O)C(=O)O. Cell line: NCI/ADR-RES. Synergy scores: CSS=19.6, Synergy_ZIP=-8.74, Synergy_Bliss=-5.40, Synergy_Loewe=-8.41, Synergy_HSA=-5.18.